Dataset: Catalyst prediction with 721,799 reactions and 888 catalyst types from USPTO. Task: Predict which catalyst facilitates the given reaction. (1) Reactant: C([O:3][C:4](=[O:36])[CH2:5][S:6][C:7]1[CH:12]=[CH:11][C:10]([O:13][CH2:14][CH2:15][CH:16]([O:18][C:19]2[CH:24]=[CH:23][C:22]([CH2:25][CH3:26])=[CH:21][C:20]=2[C:27](=[O:34])[C:28]2[CH:33]=[CH:32][CH:31]=[CH:30][CH:29]=2)[CH3:17])=[CH:9][C:8]=1[CH3:35])C. Product: [C:27]([C:20]1[CH:21]=[C:22]([CH2:25][CH3:26])[CH:23]=[CH:24][C:19]=1[O:18][CH:16]([CH3:17])[CH2:15][CH2:14][O:13][C:10]1[CH:11]=[CH:12][C:7]([S:6][CH2:5][C:4]([OH:36])=[O:3])=[C:8]([CH3:35])[CH:9]=1)(=[O:34])[C:28]1[CH:29]=[CH:30][CH:31]=[CH:32][CH:33]=1. The catalyst class is: 8. (2) Reactant: C1(C(=[N:14][C:15]2[CH:16]=[C:17]([O:21][C:22]3[N:23]=[C:24]([NH:33][C:34]4[CH:39]=[CH:38][C:37]([N:40]5[CH2:45][CH2:44][N:43]([CH3:46])[CH2:42][CH2:41]5)=[CH:36][CH:35]=4)[C:25]([C:30]([NH2:32])=[O:31])=[N:26][C:27]=3[CH2:28][CH3:29])[CH:18]=[N:19][CH:20]=2)C2C=CC=CC=2)C=CC=CC=1.Cl. Product: [NH2:14][C:15]1[CH:16]=[C:17]([O:21][C:22]2[N:23]=[C:24]([NH:33][C:34]3[CH:35]=[CH:36][C:37]([N:40]4[CH2:45][CH2:44][N:43]([CH3:46])[CH2:42][CH2:41]4)=[CH:38][CH:39]=3)[C:25]([C:30]([NH2:32])=[O:31])=[N:26][C:27]=2[CH2:28][CH3:29])[CH:18]=[N:19][CH:20]=1. The catalyst class is: 7. (3) Product: [CH3:1][S:2]([O:5][C:6]1[CH:7]=[C:8]([C:12]2[CH:17]=[CH:16][C:15]([CH2:18][C@H:19]([NH:23][C:24]([C:26]3([NH2:32])[CH2:27][CH2:28][O:29][CH2:30][CH2:31]3)=[O:25])[C:20]#[N:22])=[CH:14][CH:13]=2)[CH:9]=[CH:10][CH:11]=1)(=[O:3])=[O:4]. Reactant: [CH3:1][S:2]([O:5][C:6]1[CH:7]=[C:8]([C:12]2[CH:17]=[CH:16][C:15]([CH2:18][C@H:19]([NH:23][C:24]([C:26]3([NH:32]C(OC(C)(C)C)=O)[CH2:31][CH2:30][O:29][CH2:28][CH2:27]3)=[O:25])[C:20]([NH2:22])=O)=[CH:14][CH:13]=2)[CH:9]=[CH:10][CH:11]=1)(=[O:4])=[O:3].CC[N+](S(N=C(OC)[O-])(=O)=O)(CC)CC. The catalyst class is: 4. (4) Reactant: [Br-].[Mg+2].[Br-].[O:4]1[CH2:9][CH2:8][N:7]([C:10]2[CH:17]=[CH:16][C:13]([CH:14]=[O:15])=[CH:12][CH:11]=2)[CH2:6][CH2:5]1.[NH4+].[Cl-:19]. Product: [Cl:19][C:10]1[CH:17]=[CH:16][C:13]([CH:14]([C:13]2[CH:12]=[CH:11][C:10]([N:7]3[CH2:6][CH2:5][O:4][CH2:9][CH2:8]3)=[CH:17][CH:16]=2)[OH:15])=[CH:12][CH:11]=1. The catalyst class is: 1.